Dataset: Catalyst prediction with 721,799 reactions and 888 catalyst types from USPTO. Task: Predict which catalyst facilitates the given reaction. (1) Reactant: Cl[C:2]1[C:3]2[CH:10]=[C:9]([C:11]([O:13][CH3:14])=[O:12])[S:8][C:4]=2[N:5]=[CH:6][N:7]=1.[F:15][C:16]1[CH:22]=[CH:21][C:19]([NH2:20])=[C:18]([O:23][CH:24]2[CH2:29][CH2:28][O:27][CH2:26][CH2:25]2)[CH:17]=1.C1(C)C=CC(S(O)(=O)=O)=CC=1. Product: [F:15][C:16]1[CH:22]=[CH:21][C:19]([NH:20][C:2]2[C:3]3[CH:10]=[C:9]([C:11]([O:13][CH3:14])=[O:12])[S:8][C:4]=3[N:5]=[CH:6][N:7]=2)=[C:18]([O:23][CH:24]2[CH2:29][CH2:28][O:27][CH2:26][CH2:25]2)[CH:17]=1. The catalyst class is: 12. (2) Reactant: [O:1]1[C:5]2[CH:6]=[CH:7][C:8]([CH2:10][C:11](Cl)=[O:12])=[CH:9][C:4]=2[O:3][CH2:2]1.[NH2:14][C:15]1[CH:23]=[C:22]([F:24])[CH:21]=[C:20]([F:25])[C:16]=1[C:17]([OH:19])=[O:18].N1C=CC=CC=1. Product: [O:1]1[C:5]2[CH:6]=[CH:7][C:8]([CH2:10][C:11]([NH:14][C:15]3[CH:23]=[C:22]([F:24])[CH:21]=[C:20]([F:25])[C:16]=3[C:17]([OH:19])=[O:18])=[O:12])=[CH:9][C:4]=2[O:3][CH2:2]1. The catalyst class is: 4. (3) Reactant: [C:1]([CH:3]([CH2:9][CH3:10])[C:4](OCC)=[O:5])#[N:2].[C:11]1([NH:17][NH2:18])[CH:16]=[CH:15][CH:14]=[CH:13][CH:12]=1.O1CCOCC1.CC[O-].[Na+]. Product: [NH2:2][C:1]1[N:17]([C:11]2[CH:16]=[CH:15][CH:14]=[CH:13][CH:12]=2)[NH:18][C:4](=[O:5])[C:3]=1[CH2:9][CH3:10]. The catalyst class is: 14. (4) Reactant: [OH:1][C:2]1[CH:3]=[C:4]([C:8]2([CH2:14][CH2:15][CH3:16])[CH2:13][CH2:12][NH:11][CH2:10][CH2:9]2)[CH:5]=[CH:6][CH:7]=1.C(=O)([O-])O.[Na+].Br[CH2:23][CH2:24][CH2:25][CH2:26][CH2:27][CH3:28]. Product: [NH3:11].[CH2:23]([N:11]1[CH2:12][CH2:13][C:8]([C:4]2[CH:5]=[CH:6][CH:7]=[C:2]([OH:1])[CH:3]=2)([CH2:14][CH2:15][CH3:16])[CH2:9][CH2:10]1)[CH2:24][CH2:25][CH2:26][CH2:27][CH3:28]. The catalyst class is: 35. (5) Reactant: [C:1]([O:5][C:6]([N:8]1[C:17]2[C:12](=[CH:13][C:14]([C:18]3[CH:23]=[CH:22][CH:21]=[CH:20][C:19]=3[O:24][CH3:25])=[CH:15][CH:16]=2)[C:11]([CH:26]([OH:28])[CH3:27])=[CH:10][C:9]1([CH3:30])[CH3:29])=[O:7])([CH3:4])([CH3:3])[CH3:2].C(Cl)Cl.[CH3:34][S:35](Cl)(=[O:37])=[O:36].C(N(CC)CC)C. Product: [C:1]([O:5][C:6]([N:8]1[C:17]2[C:12](=[CH:13][C:14]([C:18]3[CH:23]=[CH:22][CH:21]=[CH:20][C:19]=3[O:24][CH3:25])=[CH:15][CH:16]=2)[C:11]([CH:26]([O:28][S:35]([CH3:34])(=[O:37])=[O:36])[CH3:27])=[CH:10][C:9]1([CH3:29])[CH3:30])=[O:7])([CH3:4])([CH3:3])[CH3:2]. The catalyst class is: 6. (6) Reactant: [Cl:1][C:2]1[C:11]2[C:10](=[O:12])[NH:9][CH:8]=[N:7][C:6]=2[CH:5]=[C:4]([Cl:13])[N:3]=1.[H-].[Na+].[CH3:16]I.CO. Product: [Cl:1][C:2]1[C:11]2[C:10](=[O:12])[N:9]([CH3:16])[CH:8]=[N:7][C:6]=2[CH:5]=[C:4]([Cl:13])[N:3]=1. The catalyst class is: 3. (7) Reactant: OC(C(F)(F)F)=O.[F:8][C:9]([F:26])([F:25])[O:10][C:11]1[CH:12]=[C:13]([NH:17][C:18]([C@@H:20]2[CH2:24][CH2:23][CH2:22][NH:21]2)=[O:19])[CH:14]=[CH:15][CH:16]=1.C(N(CC)CC)C.[CH2:34]([O:41][C:42]([C:44]1[N:52]2[C:47]([CH:48]=[CH:49][CH:50]=[CH:51]2)=[C:46]([N:53]=[C:54]=[O:55])[CH:45]=1)=[O:43])[C:35]1[CH:40]=[CH:39][CH:38]=[CH:37][CH:36]=1.Cl. Product: [CH2:34]([O:41][C:42]([C:44]1[N:52]2[C:47]([CH:48]=[CH:49][CH:50]=[CH:51]2)=[C:46]([NH:53][C:54]([N:21]2[CH2:22][CH2:23][CH2:24][C@H:20]2[C:18](=[O:19])[NH:17][C:13]2[CH:14]=[CH:15][CH:16]=[C:11]([O:10][C:9]([F:25])([F:8])[F:26])[CH:12]=2)=[O:55])[CH:45]=1)=[O:43])[C:35]1[CH:36]=[CH:37][CH:38]=[CH:39][CH:40]=1. The catalyst class is: 1.